Task: Predict the product of the given reaction.. Dataset: Forward reaction prediction with 1.9M reactions from USPTO patents (1976-2016) (1) The product is: [Br:10][C:11]1[CH:12]=[CH:13][CH:14]=[C:15]2[C:9]=1[C:8](=[O:7])[NH:18][CH:17]=[CH:16]2. Given the reactants C(OC([O:7][CH2:8][CH3:9])C=O)C.[Br:10][C:11]1[CH:12]=[CH:13][CH:14]=[C:15]2C=1C=[N:18][CH:17]=[CH:16]2, predict the reaction product. (2) Given the reactants [CH3:1][C:2]1[N:7]([CH2:8][C:9]2[S:10][C:11]([C:14]([F:17])([F:16])[F:15])=[CH:12][CH:13]=2)[C:6](=[O:18])[NH:5][C:4](=O)[N:3]=1.P(Cl)(Cl)([Cl:22])=O.C(N(CC)C(C)C)(C)C, predict the reaction product. The product is: [Cl:22][C:4]1[N:3]=[C:2]([CH3:1])[N:7]([CH2:8][C:9]2[S:10][C:11]([C:14]([F:17])([F:16])[F:15])=[CH:12][CH:13]=2)[C:6](=[O:18])[N:5]=1. (3) The product is: [C:1]([NH:4][C:5]1[C:6]([F:25])=[CH:7][C:8]([F:24])=[C:9]([N:11]2[C:20]3[C:15](=[CH:16][CH:17]=[C:18]([Br:21])[CH:19]=3)[C:14](=[O:22])[CH:13]=[C:12]2[CH:23]=[O:27])[CH:10]=1)(=[O:3])[CH3:2]. Given the reactants [C:1]([NH:4][C:5]1[C:6]([F:25])=[CH:7][C:8]([F:24])=[C:9]([N:11]2[C:20]3[C:15](=[CH:16][CH:17]=[C:18]([Br:21])[CH:19]=3)[C:14](=[O:22])[CH:13]=[C:12]2[CH3:23])[CH:10]=1)(=[O:3])[CH3:2].[Se](=O)=[O:27], predict the reaction product. (4) Given the reactants [C:9](O[C:9]([O:11][C:12]([CH3:15])([CH3:14])[CH3:13])=[O:10])([O:11][C:12]([CH3:15])([CH3:14])[CH3:13])=[O:10].[NH2:16][C:17]1[CH:22]=[CH:21][C:20]([C:23]([O:25][CH3:26])=[O:24])=[CH:19][CH:18]=1, predict the reaction product. The product is: [C:12]([O:11][C:9]([NH:16][C:17]1[CH:18]=[CH:19][C:20]([C:23]([O:25][CH3:26])=[O:24])=[CH:21][CH:22]=1)=[O:10])([CH3:13])([CH3:14])[CH3:15]. (5) Given the reactants [N+:1]([C:4]1[CH:5]=[C:6]([S:10]([N:13]2[CH2:18][CH2:17][O:16][CH2:15][CH2:14]2)(=[O:12])=[O:11])[CH:7]=[CH:8][CH:9]=1)([O-])=O.NN, predict the reaction product. The product is: [N:13]1([S:10]([C:6]2[CH:5]=[C:4]([NH2:1])[CH:9]=[CH:8][CH:7]=2)(=[O:12])=[O:11])[CH2:14][CH2:15][O:16][CH2:17][CH2:18]1.